Dataset: Reaction yield outcomes from USPTO patents with 853,638 reactions. Task: Predict the reaction yield, written as a fraction of the theoretical maximum amount of product (1.0 means a 100% yield; for example, 0.34 means a 34% yield). The reactants are Br[C:2]1[CH:3]=[CH:4][C:5]([F:21])=[C:6]2[C:11]=1[NH:10][CH:9]=[C:8]([C:12]1[CH:17]=[CH:16][C:15]([O:18][CH3:19])=[CH:14][CH:13]=1)[C:7]2=[O:20].[O:22]1[CH:26]=[CH:25][CH:24]=[C:23]1B(O)O.C(=O)([O-])[O-].[Na+].[Na+].COCCOC. The catalyst is C1C=CC(P(C2C=CC=CC=2)[C-]2C=CC=C2)=CC=1.C1C=CC(P(C2C=CC=CC=2)[C-]2C=CC=C2)=CC=1.Cl[Pd]Cl.[Fe+2].ClCCl.ClCCl. The product is [F:21][C:5]1[CH:4]=[CH:3][C:2]([C:23]2[O:22][CH:26]=[CH:25][CH:24]=2)=[C:11]2[C:6]=1[C:7](=[O:20])[C:8]([C:12]1[CH:17]=[CH:16][C:15]([O:18][CH3:19])=[CH:14][CH:13]=1)=[CH:9][NH:10]2. The yield is 0.700.